This data is from Forward reaction prediction with 1.9M reactions from USPTO patents (1976-2016). The task is: Predict the product of the given reaction. (1) Given the reactants [Cl:1][C:2]1[CH:8]=[CH:7][C:6]([N:9]2[CH2:14][CH2:13][O:12][CH2:11][CH2:10]2)=[CH:5][C:3]=1[NH2:4].C(=O)([O-])[O-].[K+].[K+].Cl[CH2:22][C:23](Cl)=[O:24].[CH2:26]([CH2:28][NH2:29])[OH:27].[I-].[Na+], predict the reaction product. The product is: [Cl:1][C:2]1[CH:8]=[CH:7][C:6]([N:9]2[CH2:14][CH2:13][O:12][CH2:11][CH2:10]2)=[CH:5][C:3]=1[NH:4][C:23](=[O:24])[CH2:22][NH:29][CH2:28][CH2:26][OH:27]. (2) Given the reactants C(Cl)Cl.[CH3:4][N:5]1[CH2:10][CH2:9][NH:8][CH2:7][CH2:6]1.[CH2:11]([O:18][C:19]([N:21]1[CH2:29][C:28]2[C:23](=[CH:24][CH:25]=[C:26]([CH2:30]OS(C)(=O)=O)[CH:27]=2)[CH2:22]1)=[O:20])[C:12]1[CH:17]=[CH:16][CH:15]=[CH:14][CH:13]=1, predict the reaction product. The product is: [CH2:11]([O:18][C:19]([N:21]1[CH2:29][C:28]2[C:23](=[CH:24][CH:25]=[C:26]([CH2:30][N:8]3[CH2:9][CH2:10][N:5]([CH3:4])[CH2:6][CH2:7]3)[CH:27]=2)[CH2:22]1)=[O:20])[C:12]1[CH:17]=[CH:16][CH:15]=[CH:14][CH:13]=1.